From a dataset of Forward reaction prediction with 1.9M reactions from USPTO patents (1976-2016). Predict the product of the given reaction. (1) The product is: [F:36][C:2]([F:1])([F:35])[C:3]1[CH:4]=[C:5]([N:9]([C:13]2[CH:18]=[CH:17][C:16]([C:19]3[CH:20]=[CH:21][C:22]([C:25]([OH:27])=[O:26])=[CH:23][CH:24]=3)=[CH:15][C:14]=2[C:30]2[NH:34][N:33]=[N:32][N:31]=2)[C:10]([NH2:12])=[O:11])[CH:6]=[CH:7][CH:8]=1. Given the reactants [F:1][C:2]([F:36])([F:35])[C:3]1[CH:4]=[C:5]([N:9]([C:13]2[CH:18]=[CH:17][C:16]([C:19]3[CH:24]=[CH:23][C:22]([C:25]([O:27]CC)=[O:26])=[CH:21][CH:20]=3)=[CH:15][C:14]=2[C:30]2[NH:34][N:33]=[N:32][N:31]=2)[C:10]([NH2:12])=[O:11])[CH:6]=[CH:7][CH:8]=1.[OH-].[Na+].Cl, predict the reaction product. (2) Given the reactants [O:1]1[C:5]2([CH2:10][CH2:9][CH:8]([CH2:11][OH:12])[CH2:7][CH2:6]2)OCC1.Cl, predict the reaction product. The product is: [OH:12][CH2:11][CH:8]1[CH2:9][CH2:10][C:5](=[O:1])[CH2:6][CH2:7]1. (3) Given the reactants [Cl:1][C:2]1[CH:3]=[C:4]([C:8](=[O:10])[CH3:9])[CH:5]=[CH:6][CH:7]=1.[C:11](#[N:13])[CH3:12], predict the reaction product. The product is: [Cl:1][C:2]1[CH:3]=[C:4]([C:8]2[O:10][C:11]([CH3:12])=[N:13][CH:9]=2)[CH:5]=[CH:6][CH:7]=1.